Task: Predict which catalyst facilitates the given reaction.. Dataset: Catalyst prediction with 721,799 reactions and 888 catalyst types from USPTO (1) Reactant: [C:1]([O:5][C:6]([NH:8][CH:9]1[CH:14]([OH:15])[CH2:13][CH2:12][N:11]([C:16]([O:18][CH2:19][C:20]2[CH:25]=[CH:24][CH:23]=[CH:22][CH:21]=2)=[O:17])[CH2:10]1)=[O:7])([CH3:4])([CH3:3])[CH3:2].CC(OI1(OC(C)=O)(OC(C)=O)OC(=O)C2C=CC=CC1=2)=O.C([O-])(O)=O.[Na+].[O-]S([O-])(=S)=O.[Na+].[Na+]. The catalyst class is: 96. Product: [C:1]([O:5][C:6]([NH:8][CH:9]1[C:14](=[O:15])[CH2:13][CH2:12][N:11]([C:16]([O:18][CH2:19][C:20]2[CH:25]=[CH:24][CH:23]=[CH:22][CH:21]=2)=[O:17])[CH2:10]1)=[O:7])([CH3:4])([CH3:2])[CH3:3]. (2) Reactant: C([N:8](CC1C=CC=CC=1)[C@@H:9]([CH2:30][C:31]1[CH:36]=[CH:35][CH:34]=[CH:33][CH:32]=1)[CH:10]([CH:12]1[N:17](C(OCC2C=CC=CC=2)=O)[CH2:16][CH2:15][N:14]([CH3:28])[C:13]1=[O:29])[OH:11])C1C=CC=CC=1.[H][H]. Product: [NH2:8][C@@H:9]([CH2:30][C:31]1[CH:36]=[CH:35][CH:34]=[CH:33][CH:32]=1)[CH:10]([CH:12]1[NH:17][CH2:16][CH2:15][N:14]([CH3:28])[C:13]1=[O:29])[OH:11]. The catalyst class is: 105. (3) Product: [Br:1][C:2]1[CH:3]=[CH:4][C:5]([O:9][CH:10]([F:11])[F:12])=[C:6]([O:8][C:25]([CH3:26])([CH3:24])[C:27]#[CH:28])[CH:7]=1. Reactant: [Br:1][C:2]1[CH:3]=[CH:4][C:5]([O:9][CH:10]([F:12])[F:11])=[C:6]([OH:8])[CH:7]=1.C1CCN2C(=NCCC2)CC1.[CH3:24][C:25](O)([C:27]#[CH:28])[CH3:26].FC(F)(F)C(OC(=O)C(F)(F)F)=O. The catalyst class is: 192. (4) Reactant: [C:1]([C:3]1[CH:8]=[CH:7][N:6]=[C:5]([N:9]2[C:16]3[C@@H:15]4[CH2:17][C@@H:14]4[CH2:13][C:12]=3[C:11]([C:18]([OH:20])=O)=[N:10]2)[CH:4]=1)#[N:2].[NH2:21][C@@H:22]([CH:25]([CH3:27])[CH3:26])[CH2:23][OH:24].C(N(CC)CC)C.CN(C(ON1N=NC2C=CC=NC1=2)=[N+](C)C)C.F[P-](F)(F)(F)(F)F. Product: [OH:24][CH2:23][C@@H:22]([NH:21][C:18]([C:11]1[C:12]2[CH2:13][C@H:14]3[CH2:17][C@H:15]3[C:16]=2[N:9]([C:5]2[CH:4]=[C:3]([C:1]#[N:2])[CH:8]=[CH:7][N:6]=2)[N:10]=1)=[O:20])[CH:25]([CH3:27])[CH3:26]. The catalyst class is: 3.